This data is from Full USPTO retrosynthesis dataset with 1.9M reactions from patents (1976-2016). The task is: Predict the reactants needed to synthesize the given product. (1) Given the product [CH2:3]([C:10]1[S:14][C:13]2[CH:15]=[CH:16][CH:17]=[CH:18][C:12]=2[C:11]=1[C:19]1[CH:24]=[CH:23][C:22]([C:25]2[CH:26]=[CH:27][C:28]([OH:31])=[C:29]([Br:1])[CH:30]=2)=[CH:21][CH:20]=1)[C:4]1[CH:5]=[CH:6][CH:7]=[CH:8][CH:9]=1, predict the reactants needed to synthesize it. The reactants are: [Br:1]Br.[CH2:3]([C:10]1[S:14][C:13]2[CH:15]=[CH:16][CH:17]=[CH:18][C:12]=2[C:11]=1[C:19]1[CH:24]=[CH:23][C:22]([C:25]2[CH:30]=[CH:29][C:28]([OH:31])=[CH:27][CH:26]=2)=[CH:21][CH:20]=1)[C:4]1[CH:9]=[CH:8][CH:7]=[CH:6][CH:5]=1.C([O-])(=O)C.[K+].O. (2) Given the product [Cl:1][C:2]1[CH:8]=[CH:7][CH:6]=[C:5]([NH2:9])[C:3]=1[NH2:4], predict the reactants needed to synthesize it. The reactants are: [Cl:1][C:2]1[CH:8]=[CH:7][CH:6]=[C:5]([N+:9]([O-])=O)[C:3]=1[NH2:4]. (3) Given the product [CH2:1]([N:8]1[CH2:13][CH2:12][NH:11][C@H:10]([CH2:15][C:16]2[CH:17]=[N:18][CH:19]=[CH:20][CH:21]=2)[CH2:9]1)[C:2]1[CH:3]=[CH:4][CH:5]=[CH:6][CH:7]=1, predict the reactants needed to synthesize it. The reactants are: [CH2:1]([N:8]1[CH2:13][C:12](=O)[NH:11][C@H:10]([CH2:15][C:16]2[CH:17]=[N:18][CH:19]=[CH:20][CH:21]=2)[C:9]1=O)[C:2]1[CH:7]=[CH:6][CH:5]=[CH:4][CH:3]=1.B.C1COCC1.O. (4) Given the product [CH2:1]([O:3][C:4](=[O:19])[C:5]1[CH:10]=[CH:9][C:8]([O:11][C:12]2[CH:17]=[CH:16][CH:15]=[CH:14][N:13]=2)=[CH:7][C:6]=1[CH2:18][Br:27])[CH3:2], predict the reactants needed to synthesize it. The reactants are: [CH2:1]([O:3][C:4](=[O:19])[C:5]1[CH:10]=[CH:9][C:8]([O:11][C:12]2[CH:17]=[CH:16][CH:15]=[CH:14][N:13]=2)=[CH:7][C:6]=1[CH3:18])[CH3:2].C1C(=O)N([Br:27])C(=O)C1. (5) Given the product [CH3:1][O:2][C:3]1[CH:12]=[C:11]2[C:6]([CH2:7][CH:8]([C:17]3[C:22]([O:23][CH2:24][C:25]4[CH:30]=[CH:29][C:28]([O:31][CH3:32])=[CH:27][CH:26]=4)=[CH:21][CH:20]=[CH:19][N:18]=3)[C:9](=[O:15])[C:10]2([CH3:13])[CH3:14])=[CH:5][CH:4]=1, predict the reactants needed to synthesize it. The reactants are: [CH3:1][O:2][C:3]1[CH:12]=[C:11]2[C:6]([CH2:7][CH2:8][C:9](=[O:15])[C:10]2([CH3:14])[CH3:13])=[CH:5][CH:4]=1.I[C:17]1[C:22]([O:23][CH2:24][C:25]2[CH:30]=[CH:29][C:28]([O:31][CH3:32])=[CH:27][CH:26]=2)=[CH:21][CH:20]=[CH:19][N:18]=1.CC(C)([O-])C.[Na+].CC1(C)C2C(=C(P(C3C=CC=CC=3)C3C=CC=CC=3)C=CC=2)OC2C(P(C3C=CC=CC=3)C3C=CC=CC=3)=CC=CC1=2.